Task: Regression. Given a peptide amino acid sequence and an MHC pseudo amino acid sequence, predict their binding affinity value. This is MHC class II binding data.. Dataset: Peptide-MHC class II binding affinity with 134,281 pairs from IEDB (1) The peptide sequence is PADKYKTLEAAFTVS. The MHC is DRB1_0701 with pseudo-sequence DRB1_0701. The binding affinity (normalized) is 0.461. (2) The peptide sequence is YDKFLANVPTVLTGK. The MHC is DRB1_1302 with pseudo-sequence DRB1_1302. The binding affinity (normalized) is 0.827. (3) The peptide sequence is GAASGLNGCCRCGAR. The MHC is DRB1_0401 with pseudo-sequence DRB1_0401. The binding affinity (normalized) is 0.0925. (4) The binding affinity (normalized) is 0.593. The peptide sequence is DRLSLNHILHSIKRN. The MHC is DRB1_0101 with pseudo-sequence DRB1_0101. (5) The peptide sequence is FLLYVVVVDLPTHIA. The MHC is DRB1_0405 with pseudo-sequence DRB1_0405. The binding affinity (normalized) is 0.139. (6) The peptide sequence is EFVKIVQKRGIVKENI. The MHC is HLA-DQA10301-DQB10302 with pseudo-sequence HLA-DQA10301-DQB10302. The binding affinity (normalized) is 0.399. (7) The peptide sequence is AKPDGKTDCTKEVEE. The MHC is DRB1_1201 with pseudo-sequence DRB1_1201. The binding affinity (normalized) is 0.229.